This data is from Full USPTO retrosynthesis dataset with 1.9M reactions from patents (1976-2016). The task is: Predict the reactants needed to synthesize the given product. (1) Given the product [C:18]([O:17][C:15]([N:12]1[CH2:11][CH:10]=[C:9]([C:24]2[C:32]3[O:31][CH2:30][O:29][C:28]=3[CH:27]=[CH:26][CH:25]=2)[CH2:14][CH2:13]1)=[O:16])([CH3:19])([CH3:20])[CH3:21], predict the reactants needed to synthesize it. The reactants are: CC1(C)C(C)(C)OB([C:9]2[CH2:14][CH2:13][N:12]([C:15]([O:17][C:18]([CH3:21])([CH3:20])[CH3:19])=[O:16])[CH2:11][CH:10]=2)O1.Br[C:24]1[C:32]2[O:31][CH2:30][O:29][C:28]=2[CH:27]=[CH:26][CH:25]=1.C([O-])([O-])=O.[Na+].[Na+].C1(P(C2C=CC=CC=2)C2C=CC=CC=2)C=CC=CC=1. (2) Given the product [OH:19][CH2:20][CH2:21][N:22]1[CH2:27][CH2:26][N:25]([CH2:2][C:3]([NH:5][C:6]2[C:11]([CH:12]([CH3:14])[CH3:13])=[CH:10][CH:9]=[C:8]([F:15])[C:7]=2[CH:16]([CH3:18])[CH3:17])=[O:4])[CH2:24][CH2:23]1, predict the reactants needed to synthesize it. The reactants are: Br[CH2:2][C:3]([NH:5][C:6]1[C:11]([CH:12]([CH3:14])[CH3:13])=[CH:10][CH:9]=[C:8]([F:15])[C:7]=1[CH:16]([CH3:18])[CH3:17])=[O:4].[OH:19][CH2:20][CH2:21][N:22]1[CH2:27][CH2:26][NH:25][CH2:24][CH2:23]1.C(=O)([O-])[O-].[K+].[K+]. (3) Given the product [F:19][C:20]([F:25])([F:24])[C:21]([OH:23])=[O:22].[Br:17][C:13]1[CH:12]=[C:11]([C:8]2([NH2:7])[CH2:9][CH2:10]2)[CH:16]=[CH:15][N:14]=1, predict the reactants needed to synthesize it. The reactants are: C(OC(=O)[NH:7][C:8]1([C:11]2[CH:16]=[CH:15][N:14]=[C:13]([Br:17])[CH:12]=2)[CH2:10][CH2:9]1)(C)(C)C.[F:19][C:20]([F:25])([F:24])[C:21]([OH:23])=[O:22].